Binary Classification. Given a drug SMILES string, predict its activity (active/inactive) in a high-throughput screening assay against a specified biological target. From a dataset of Cav3 T-type calcium channel HTS with 100,875 compounds. (1) The molecule is S1c2c(N(C(=O)N3CC(CCC3)(C)C)c3c1cccc3)cccc2. The result is 0 (inactive). (2) The drug is Clc1c(cc(NC(=O)C)cc1)C(=O)N. The result is 0 (inactive). (3) The molecule is O(C=1C(=O)/C(=C\Nc2cccnc2)C=CC1)C. The result is 0 (inactive). (4) The result is 0 (inactive). The compound is FC(F)(F)C(Nc1c(OC)cccc1)(NC(=O)CC)C(OCC)=O. (5) The molecule is Clc1ccc(Nc2scc(n2)c2sc(NC(=O)C(CCC)C)nc2C)cc1. The result is 0 (inactive). (6) The drug is S(=O)(=O)(CC(=O)N(C1CCCCC1)C)Cc1nc(oc1C)c1c(cccc1)C. The result is 1 (active).